This data is from Forward reaction prediction with 1.9M reactions from USPTO patents (1976-2016). The task is: Predict the product of the given reaction. Given the reactants [CH3:1][O:2][C:3]1[C:20]([O:21][CH3:22])=[CH:19][C:6]([C:7]([C:9]2[NH:13][N:12]=[N:11][C:10]=2[C:14]([O:16][CH2:17][CH3:18])=[O:15])=[O:8])=[C:5]([N+:23]([O-:25])=[O:24])[CH:4]=1.O.[C:27]1([CH3:37])[CH:32]=[CH:31][C:30](S(O)(=O)=O)=[CH:29][CH:28]=1.C(OCC)(OCC)[O:39][CH2:40][CH3:41], predict the reaction product. The product is: [CH2:40]([O:39][C:31]([N:12]1[N:11]=[C:10]([C:14]([O:16][CH2:17][CH3:18])=[O:15])[C:9]([C:7](=[O:8])[C:6]2[CH:19]=[C:20]([O:21][CH3:22])[C:3]([O:2][CH3:1])=[CH:4][C:5]=2[N+:23]([O-:25])=[O:24])=[N:13]1)([CH2:30][CH2:29][CH3:28])[CH2:32][CH2:27][CH3:37])[CH3:41].